Dataset: Full USPTO retrosynthesis dataset with 1.9M reactions from patents (1976-2016). Task: Predict the reactants needed to synthesize the given product. (1) Given the product [O:1]1[C:15]2([CH2:20][CH2:19][CH2:18][CH2:17][CH2:16]2)[O:14][C@@H:8]([C:9]([O:11][CH2:12][CH3:13])=[O:10])[C@@H:2]1[C:3]([O:5][CH2:6][CH3:7])=[O:4], predict the reactants needed to synthesize it. The reactants are: [OH:1][C@H:2]([C@@H:8]([OH:14])[C:9]([O:11][CH2:12][CH3:13])=[O:10])[C:3]([O:5][CH2:6][CH3:7])=[O:4].[C:15]1(=O)[CH2:20][CH2:19][CH2:18][CH2:17][CH2:16]1. (2) The reactants are: [F:1][C:2]([F:28])([C:22]1[CH:27]=[CH:26][CH:25]=[CH:24][N:23]=1)[CH2:3][N:4](C(OC(C)(C)C)=O)[C:5]1[N:10]=[C:9]([CH2:11][C:12]([OH:14])=O)[CH:8]=[CH:7][CH:6]=1.[Cl:29][C:30]1[CH:31]=[CH:32][C:33]([N:38]2[CH:42]=[N:41][CH:40]=[N:39]2)=[C:34]([CH:37]=1)[CH2:35][NH2:36]. Given the product [F:28][C:2]([F:1])([C:22]1[CH:27]=[CH:26][CH:25]=[CH:24][N:23]=1)[CH2:3][NH:4][C:5]1[N:10]=[C:9]([CH2:11][C:12]([NH:36][CH2:35][C:34]2[CH:37]=[C:30]([Cl:29])[CH:31]=[CH:32][C:33]=2[N:38]2[CH:42]=[N:41][CH:40]=[N:39]2)=[O:14])[CH:8]=[CH:7][CH:6]=1, predict the reactants needed to synthesize it.